This data is from Forward reaction prediction with 1.9M reactions from USPTO patents (1976-2016). The task is: Predict the product of the given reaction. (1) Given the reactants [CH2:1]([O:8][C:9]1[C:10](=[O:17])[CH:11]=[C:12]([CH2:15][OH:16])[O:13][CH:14]=1)[C:2]1[CH:7]=[CH:6][CH:5]=[CH:4][CH:3]=1.C(N(CC)CC)C.[CH3:25][S:26](Cl)(=[O:28])=[O:27].C(Cl)Cl.CO, predict the reaction product. The product is: [CH2:1]([O:8][C:9]1[C:10](=[O:17])[CH:11]=[C:12]([CH2:15][O:16][S:26]([CH3:25])(=[O:28])=[O:27])[O:13][CH:14]=1)[C:2]1[CH:3]=[CH:4][CH:5]=[CH:6][CH:7]=1. (2) Given the reactants [CH3:1][N:2]1[CH:6]=[CH:5][CH:4]=[C:3]1[C:7]([OH:9])=O.C(Cl)(Cl)Cl.N=C=N.[CH3:17][O:18][C:19]1[CH:49]=[CH:48][C:22]([C:23]([NH:25][C:26]2[CH:27]=[N:28][CH:29]=[CH:30][C:31]=2[NH:32][C:33](=[O:47])[C:34]2[CH:39]=[CH:38][C:37]([O:40][CH3:41])=[CH:36][C:35]=2[O:42][CH2:43][CH2:44][CH2:45][NH2:46])=[O:24])=[CH:21][CH:20]=1, predict the reaction product. The product is: [CH3:17][O:18][C:19]1[CH:20]=[CH:21][C:22]([C:23]([NH:25][C:26]2[CH:27]=[N:28][CH:29]=[CH:30][C:31]=2[NH:32][C:33](=[O:47])[C:34]2[CH:39]=[CH:38][C:37]([O:40][CH3:41])=[CH:36][C:35]=2[O:42][CH2:43][CH2:44][CH2:45][NH:46][C:7]([C:3]2[N:2]([CH3:1])[CH:6]=[CH:5][CH:4]=2)=[O:9])=[O:24])=[CH:48][CH:49]=1. (3) Given the reactants F[C:2]1[CH:7]=[CH:6][C:5]([C:8]2[N:12]=[C:11]([C:13]3[CH:18]=[CH:17][C:16]([CH2:19][CH:20]([CH3:22])[CH3:21])=[CH:15][CH:14]=3)[O:10][N:9]=2)=[CH:4][CH:3]=1.[NH2:23][C@H:24]1[CH2:28][CH2:27][C@@H:26]([C:29]([OH:31])=[O:30])[CH2:25]1, predict the reaction product. The product is: [CH2:19]([C:16]1[CH:17]=[CH:18][C:13]([C:11]2[O:10][N:9]=[C:8]([C:5]3[CH:6]=[CH:7][C:2]([NH:23][C@H:24]4[CH2:28][CH2:27][C@@H:26]([C:29]([OH:31])=[O:30])[CH2:25]4)=[CH:3][CH:4]=3)[N:12]=2)=[CH:14][CH:15]=1)[CH:20]([CH3:22])[CH3:21].